Dataset: Forward reaction prediction with 1.9M reactions from USPTO patents (1976-2016). Task: Predict the product of the given reaction. (1) Given the reactants [Cl:1][CH2:2][CH2:3][CH2:4][O:5][C:6]1[C:15]([O:16][CH3:17])=[CH:14][C:9]([C:10]([O:12][CH3:13])=[O:11])=[C:8]([N+:18]([O-])=O)[CH:7]=1.[Cl-].[NH4+], predict the reaction product. The product is: [NH2:18][C:8]1[CH:7]=[C:6]([O:5][CH2:4][CH2:3][CH2:2][Cl:1])[C:15]([O:16][CH3:17])=[CH:14][C:9]=1[C:10]([O:12][CH3:13])=[O:11]. (2) The product is: [N:14]1[CH:13]=[CH:12][C:11]([NH:10][C:6]2[CH:7]=[CH:8][CH:9]=[C:4]([NH2:1])[CH:5]=2)=[CH:16][CH:15]=1. Given the reactants [N+:1]([C:4]1[CH:5]=[C:6]([NH:10][C:11]2[CH:16]=[CH:15][N:14]=[CH:13][CH:12]=2)[CH:7]=[CH:8][CH:9]=1)([O-])=O, predict the reaction product. (3) Given the reactants C(O[C:6]([N:8]1[CH2:12][C:11](=[N:13][O:14][CH3:15])[CH2:10][C@H:9]1[C:16]([OH:18])=O)=[O:7])(C)(C)C.[C:19]1([C:28]2[CH:33]=[CH:32][CH:31]=[CH:30][CH:29]=2)[CH:24]=[CH:23][C:22](C(Cl)=O)=[CH:21][CH:20]=1.O[N:35]=[C:36]([NH2:44])[CH2:37][C:38]1[CH:43]=[CH:42][CH:41]=[CH:40][CH:39]=1, predict the reaction product. The product is: [CH3:15][O:14][N:13]=[C:11]1[CH2:10][C@@H:9]([C:16]2[O:18][N:44]=[C:36]([CH2:37][C:38]3[CH:43]=[CH:42][CH:41]=[CH:40][CH:39]=3)[N:35]=2)[N:8]([C:6]([C:31]2[CH:30]=[CH:29][C:28]([C:19]3[CH:20]=[CH:21][CH:22]=[CH:23][CH:24]=3)=[CH:33][CH:32]=2)=[O:7])[CH2:12]1. (4) Given the reactants [Cl:1][C:2]1[CH:27]=[CH:26][C:5]([O:6][CH2:7][C:8]([N:10]2[CH2:15][C@H:14]([CH3:16])[N:13]([CH2:17][C:18]3[CH:23]=[CH:22][C:21]([F:24])=[CH:20][CH:19]=3)[CH2:12][C@H:11]2[CH3:25])=[O:9])=[C:4]([CH2:28]O)[CH:3]=1.S(Cl)([Cl:32])=O, predict the reaction product. The product is: [Cl:1][C:2]1[CH:27]=[CH:26][C:5]([O:6][CH2:7][C:8]([N:10]2[CH2:15][CH:14]([CH3:16])[N:13]([CH2:17][C:18]3[CH:23]=[CH:22][C:21]([F:24])=[CH:20][CH:19]=3)[CH2:12][CH:11]2[CH3:25])=[O:9])=[C:4]([CH2:28][Cl:32])[CH:3]=1. (5) Given the reactants [Cl:1][C:2]1[CH:3]=[CH:4][C:5]([CH2:8][CH:9]([OH:12])CO)=[N:6][CH:7]=1.I([O-])(=O)(=O)=O.[Na+], predict the reaction product. The product is: [Cl:1][C:2]1[CH:3]=[CH:4][C:5]([CH2:8][CH2:9][OH:12])=[N:6][CH:7]=1. (6) Given the reactants [CH3:1][O:2][C:3]1[CH:4]=[C:5]([NH2:22])[C:6]([NH:9][C:10](=[O:21])[C:11]2[CH:16]=[CH:15][C:14]([C:17]([CH3:20])([CH3:19])[CH3:18])=[CH:13][CH:12]=2)=[CH:7][CH:8]=1.[CH3:23][O:24][C:25]1[CH:33]=[CH:32][C:28]([C:29](Cl)=[O:30])=[CH:27][CH:26]=1, predict the reaction product. The product is: [C:17]([C:14]1[CH:15]=[CH:16][C:11]([C:10]([NH:9][C:6]2[C:5]([NH:22][C:29](=[O:30])[C:28]3[CH:32]=[CH:33][C:25]([O:24][CH3:23])=[CH:26][CH:27]=3)=[CH:4][C:3]([O:2][CH3:1])=[CH:8][CH:7]=2)=[O:21])=[CH:12][CH:13]=1)([CH3:18])([CH3:19])[CH3:20]. (7) Given the reactants [CH2:1]([O:8][C:9](=[O:47])[CH:10]([NH:12][C:13](=[O:46])[CH:14]([CH2:33][C:34]1[CH:39]=[CH:38][C:37]([C:40]2[CH:45]=[CH:44][CH:43]=[CH:42][CH:41]=2)=[CH:36][CH:35]=1)[CH:15]=[P:16]([CH:18]([NH:21][C:22]([O:24][CH:25]([O:27][C:28](=[O:32])[CH:29]([CH3:31])[CH3:30])[CH3:26])=[O:23])[CH2:19]O)=[O:17])[CH3:11])[C:2]1C=CC=CC=1.Cl.C([O:51]C(=O)[C@H](C)N)C, predict the reaction product. The product is: [CH2:1]([O:8][C:9](=[O:47])[CH:10]([NH:12][C:13](=[O:46])[CH:14]([CH2:33][C:34]1[CH:39]=[CH:38][C:37]([C:40]2[CH:41]=[CH:42][CH:43]=[CH:44][CH:45]=2)=[CH:36][CH:35]=1)[CH2:15][P:16]([OH:51])([CH:18]([NH:21][C:22]([O:24][CH:25]([O:27][C:28](=[O:32])[CH:29]([CH3:31])[CH3:30])[CH3:26])=[O:23])[CH3:19])=[O:17])[CH3:11])[CH3:2]. (8) Given the reactants [C:1]([O:5][CH3:6])(=[O:4])[CH2:2][OH:3].C(N(CC)CC)C.[C:14](Cl)(=[O:21])[C:15]1[CH:20]=[CH:19][CH:18]=[CH:17][CH:16]=1.C(=O)(O)[O-].[Na+], predict the reaction product. The product is: [C:14]([O:3][CH2:2][C:1]([O:5][CH3:6])=[O:4])(=[O:21])[C:15]1[CH:20]=[CH:19][CH:18]=[CH:17][CH:16]=1. (9) Given the reactants [C:1]([O:11][CH:12]([CH3:14])[CH3:13])(=[O:10])/[CH:2]=[CH:3]/[C:4]([O:6][CH:7]([CH3:9])[CH3:8])=[O:5].[C:15]([O:22][CH:23]([CH3:25])[CH3:24])(=[O:21])/[CH:16]=[CH:17]/[C:18]([O-:20])=[O:19].[C:26]([O:36][CH:37]([CH3:39])[CH3:38])(=[O:35])[CH:27]=[CH:28][C:29]1[CH:34]=[CH:33][CH:32]=[CH:31][CH:30]=1.C(OOC(C)(C)C)(=O)C(C)(C)C, predict the reaction product. The product is: [C:4]([O:6][CH:7]([CH3:9])[CH3:8])(=[O:5])/[CH:3]=[CH:2]/[C:1]([O:11][CH:12]([CH3:14])[CH3:13])=[O:10].[C:15]([O:22][CH:23]([CH3:25])[CH3:24])(=[O:21])/[CH:16]=[CH:17]/[C:18]([O-:20])=[O:19].[C:26]([O:36][CH:37]([CH3:39])[CH3:38])(=[O:35])[CH:27]=[CH:28][C:29]1[CH:30]=[CH:31][CH:32]=[CH:33][CH:34]=1.